This data is from Catalyst prediction with 721,799 reactions and 888 catalyst types from USPTO. The task is: Predict which catalyst facilitates the given reaction. (1) Reactant: [Br:1][C:2]1[CH:3]=[CH:4][C:5]([CH2:8][C:9]([OH:11])=O)=[N:6][CH:7]=1.[NH2:12][C:13]1[CH:18]=[C:17]([C:19]([C:21]2[C:25]3[CH:26]=[N:27][CH:28]=[CH:29][C:24]=3[N:23]([CH:30]([CH3:32])[CH3:31])[CH:22]=2)=[O:20])[CH:16]=[CH:15][N:14]=1.CCCP(=O)=O.C(N(CC)CC)C. Product: [Br:1][C:2]1[CH:3]=[CH:4][C:5]([CH2:8][C:9]([NH:12][C:13]2[CH:18]=[C:17]([C:19]([C:21]3[C:25]4[CH:26]=[N:27][CH:28]=[CH:29][C:24]=4[N:23]([CH:30]([CH3:32])[CH3:31])[CH:22]=3)=[O:20])[CH:16]=[CH:15][N:14]=2)=[O:11])=[N:6][CH:7]=1. The catalyst class is: 49. (2) Reactant: [CH2:1]([O:3][C:4](=[O:27])[CH2:5][C:6]1([C:17]2[CH:22]=[CH:21][C:20]([NH:23][C:24](=[O:26])[CH3:25])=[CH:19][CH:18]=2)[C:14](=[O:15])[C:13]2[C:8](=[CH:9][CH:10]=[CH:11][CH:12]=2)[C:7]1=[O:16])[CH3:2].[BH4-].[Na+].C(O)(=O)C. Product: [CH2:1]([O:3][C:4](=[O:27])[CH2:5][C:6]1([C:17]2[CH:18]=[CH:19][C:20]([NH:23][C:24](=[O:26])[CH3:25])=[CH:21][CH:22]=2)[CH:14]([OH:15])[C:13]2[C:8](=[CH:9][CH:10]=[CH:11][CH:12]=2)[CH:7]1[OH:16])[CH3:2]. The catalyst class is: 8. (3) Reactant: [N:1]1([C:7]([O:9][C:10]([CH3:13])([CH3:12])[CH3:11])=[O:8])[CH2:6][CH2:5][NH:4][CH2:3][CH2:2]1.[Cl:14][CH2:15][C:16](Cl)=[O:17]. Product: [Cl:14][CH2:15][C:16]([N:4]1[CH2:5][CH2:6][N:1]([C:7]([O:9][C:10]([CH3:13])([CH3:12])[CH3:11])=[O:8])[CH2:2][CH2:3]1)=[O:17]. The catalyst class is: 2. (4) Reactant: CO[C:3]([C:5]1[C:6](=[O:16])[S:7][C:8]2[C:13]([C:14]=1[OH:15])=[CH:12][CH:11]=[CH:10][CH:9]=2)=[O:4].[NH2:17][C@H:18]([C:20]([OH:22])=[O:21])[CH3:19].C[O-].[Na+]. Product: [OH:15][C:14]1[C:13]2[C:8](=[CH:9][CH:10]=[CH:11][CH:12]=2)[S:7][C:6](=[O:16])[C:5]=1[C:3]([NH:17][C@@H:18]([CH3:19])[C:20]([OH:22])=[O:21])=[O:4]. The catalyst class is: 141. (5) Reactant: N12CCCN=C1CCCCC2.[C:12]([C:16]1[CH:21]=[CH:20][C:19]([SH:22])=[CH:18][CH:17]=1)([CH3:15])([CH3:14])[CH3:13].[Cl:23][C:24]1[CH:25]=[C:26]([N+:31]([O-:33])=[O:32])[CH:27]=[CH:28][C:29]=1Cl. Product: [C:12]([C:16]1[CH:17]=[CH:18][C:19]([S:22][C:29]2[CH:28]=[CH:27][C:26]([N+:31]([O-:33])=[O:32])=[CH:25][C:24]=2[Cl:23])=[CH:20][CH:21]=1)([CH3:15])([CH3:13])[CH3:14]. The catalyst class is: 3. (6) Reactant: C([O:3][C:4]([C:6]1[C:15](=[O:16])[C:14]2[C:9](=[CH:10][CH:11]=[CH:12][CH:13]=2)[N:8]([CH2:17][C:18]2[CH:23]=[CH:22][CH:21]=[C:20]([Cl:24])[CH:19]=2)[CH:7]=1)=[O:5])C.[OH-].[Li+]. Product: [Cl:24][C:20]1[CH:19]=[C:18]([CH:23]=[CH:22][CH:21]=1)[CH2:17][N:8]1[C:9]2[C:14](=[CH:13][CH:12]=[CH:11][CH:10]=2)[C:15](=[O:16])[C:6]([C:4]([OH:5])=[O:3])=[CH:7]1. The catalyst class is: 24. (7) Reactant: [CH2:1]([C@@H:8]1[C@@H:16]([O:17][CH2:18][CH2:19][C:20]([CH3:22])=[CH2:21])[C@H:15]([CH3:23])[O:14][C:13](=[O:24])[C@@H:12]([NH:25][C:26](=[O:32])[O:27][C:28]([CH3:31])([CH3:30])[CH3:29])[CH2:11][O:10][CH2:9]1)[C:2]1[CH:7]=[CH:6][CH:5]=[CH:4][CH:3]=1. Product: [CH2:1]([C@@H:8]1[C@@H:16]([O:17][CH2:18][CH2:19][CH:20]([CH3:22])[CH3:21])[C@H:15]([CH3:23])[O:14][C:13](=[O:24])[C@@H:12]([NH:25][C:26](=[O:32])[O:27][C:28]([CH3:30])([CH3:29])[CH3:31])[CH2:11][O:10][CH2:9]1)[C:2]1[CH:7]=[CH:6][CH:5]=[CH:4][CH:3]=1. The catalyst class is: 99. (8) Reactant: [CH2:1]([O:3][C:4](=[O:16])[C:5]([O:8][C:9]1[CH:14]=[CH:13][C:12]([OH:15])=[CH:11][CH:10]=1)([CH3:7])[CH3:6])[CH3:2].C1N2CCN(CC2)C1.[CH3:25][N:26]([CH3:30])[C:27](Cl)=[S:28]. Product: [CH2:1]([O:3][C:4](=[O:16])[C:5]([O:8][C:9]1[CH:10]=[CH:11][C:12]([O:15][C:27](=[S:28])[N:26]([CH3:30])[CH3:25])=[CH:13][CH:14]=1)([CH3:7])[CH3:6])[CH3:2]. The catalyst class is: 3. (9) Reactant: [C:1]([O:5][C:6]([N:8]1[CH2:13][CH2:12][N:11]([S:14]([C:17]2[CH:22]=[CH:21][C:20]([O:23][C:24]([F:27])([F:26])[F:25])=[CH:19][CH:18]=2)(=[O:16])=[O:15])[C@@H:10]([C:28](O)=[O:29])[CH2:9]1)=[O:7])([CH3:4])([CH3:3])[CH3:2].Cl.C(N=C=NCCCN(C)C)C.O.ON1C2C=CC=CC=2N=N1.[F:54][C:55]1[CH:56]=[C:57]([CH:60]=[CH:61][C:62]=1[O:63][C:64]([F:67])([F:66])[F:65])[CH2:58][NH2:59]. Product: [C:1]([O:5][C:6]([N:8]1[CH2:13][CH2:12][N:11]([S:14]([C:17]2[CH:22]=[CH:21][C:20]([O:23][C:24]([F:27])([F:26])[F:25])=[CH:19][CH:18]=2)(=[O:16])=[O:15])[C@@H:10]([C:28](=[O:29])[NH:59][CH2:58][C:57]2[CH:60]=[CH:61][C:62]([O:63][C:64]([F:65])([F:66])[F:67])=[C:55]([F:54])[CH:56]=2)[CH2:9]1)=[O:7])([CH3:4])([CH3:3])[CH3:2]. The catalyst class is: 22.